This data is from Catalyst prediction with 721,799 reactions and 888 catalyst types from USPTO. The task is: Predict which catalyst facilitates the given reaction. Reactant: C([O:3][C:4](=[O:35])[C:5]([O:8][C:9]1[CH:14]=[CH:13][C:12]([O:15][CH2:16][CH2:17][CH2:18][N:19]2[C:24](=[O:25])[C:23]3[N:26]([CH3:32])[N:27]=[C:28]([CH2:29][CH2:30][CH3:31])[C:22]=3[N:21]=[C:20]2[CH2:33][CH3:34])=[CH:11][CH:10]=1)([CH3:7])[CH3:6])C.C(=O)([O-])[O-].[Na+].[Na+]. Product: [CH2:33]([C:20]1[N:19]([CH2:18][CH2:17][CH2:16][O:15][C:12]2[CH:13]=[CH:14][C:9]([O:8][C:5]([CH3:7])([CH3:6])[C:4]([OH:35])=[O:3])=[CH:10][CH:11]=2)[C:24](=[O:25])[C:23]2[N:26]([CH3:32])[N:27]=[C:28]([CH2:29][CH2:30][CH3:31])[C:22]=2[N:21]=1)[CH3:34]. The catalyst class is: 5.